Dataset: Catalyst prediction with 721,799 reactions and 888 catalyst types from USPTO. Task: Predict which catalyst facilitates the given reaction. Reactant: [F:1][C:2]1[CH:7]=[CH:6][C:5]([C:8]2[N:9]=[C:10]([CH:39]([CH3:41])[CH3:40])[N:11]([CH:26]=[CH:27][CH:28]([OH:38])[CH2:29][C:30](=[O:37])[CH2:31][C:32]([O:34][CH2:35][CH3:36])=[O:33])[C:12]=2[C:13]2[CH:18]=[CH:17][N:16]=[C:15]([NH:19][C:20]3[CH:25]=[CH:24][CH:23]=[CH:22][CH:21]=3)[N:14]=2)=[CH:4][CH:3]=1.C(B(CC)OC)C.[BH4-].[Na+]. Product: [F:1][C:2]1[CH:3]=[CH:4][C:5]([C:8]2[N:9]=[C:10]([CH:39]([CH3:40])[CH3:41])[N:11](/[CH:26]=[CH:27]/[C@H:28]([OH:38])[CH2:29][C@H:30]([OH:37])[CH2:31][C:32]([O:34][CH2:35][CH3:36])=[O:33])[C:12]=2[C:13]2[CH:18]=[CH:17][N:16]=[C:15]([NH:19][C:20]3[CH:25]=[CH:24][CH:23]=[CH:22][CH:21]=3)[N:14]=2)=[CH:6][CH:7]=1. The catalyst class is: 83.